From a dataset of Full USPTO retrosynthesis dataset with 1.9M reactions from patents (1976-2016). Predict the reactants needed to synthesize the given product. Given the product [CH3:35][C:10]1([CH3:34])[CH:9]([OH:8])[CH2:31][CH2:30][C@@:29]2([CH3:32])[C@H:11]1[CH2:12][CH2:13][C:14]1[C:15]3[C@:25]([CH3:33])([CH2:26][CH2:27][C:28]=12)[C@@H:18]([C@H:19]([CH3:24])[CH2:20][CH2:21][CH2:22][NH:23][C:37](=[O:39])[CH3:38])[CH2:17][CH:16]=3, predict the reactants needed to synthesize it. The reactants are: [Si]([O:8][C@H:9]1[CH2:31][CH2:30][C@@:29]2([CH3:32])[C@@H:11]([CH2:12][CH2:13][C:14]3[C:15]4[C@:25]([CH3:33])([CH2:26][CH2:27][C:28]=32)[C@@H:18]([C@H:19]([CH3:24])[CH2:20][CH2:21][CH2:22][NH2:23])[CH2:17][CH:16]=4)[C:10]1([CH3:35])[CH3:34])(C(C)(C)C)(C)C.Cl.[CH2:37]([OH:39])[CH3:38].